From a dataset of Full USPTO retrosynthesis dataset with 1.9M reactions from patents (1976-2016). Predict the reactants needed to synthesize the given product. Given the product [Cl:5][CH2:6][C:7]([CH3:12])([CH3:11])[C:8]([N:1]=[N+:2]=[N-:3])=[O:9], predict the reactants needed to synthesize it. The reactants are: [N-:1]=[N+:2]=[N-:3].[Na+].[Cl:5][CH2:6][C:7]([CH3:12])([CH3:11])[C:8](Cl)=[O:9].C(OC(=O)C)C.